Dataset: NCI-60 drug combinations with 297,098 pairs across 59 cell lines. Task: Regression. Given two drug SMILES strings and cell line genomic features, predict the synergy score measuring deviation from expected non-interaction effect. (1) Drug 1: C1=CC(=CC=C1CCC2=CNC3=C2C(=O)NC(=N3)N)C(=O)NC(CCC(=O)O)C(=O)O. Drug 2: C1=C(C(=O)NC(=O)N1)F. Cell line: OVCAR-8. Synergy scores: CSS=39.9, Synergy_ZIP=-5.15, Synergy_Bliss=-7.57, Synergy_Loewe=1.28, Synergy_HSA=2.65. (2) Drug 1: CCC1=C2CN3C(=CC4=C(C3=O)COC(=O)C4(CC)O)C2=NC5=C1C=C(C=C5)O. Drug 2: CN(C(=O)NC(C=O)C(C(C(CO)O)O)O)N=O. Cell line: SR. Synergy scores: CSS=68.3, Synergy_ZIP=4.51, Synergy_Bliss=5.14, Synergy_Loewe=-9.00, Synergy_HSA=6.85. (3) Drug 1: CCCS(=O)(=O)NC1=C(C(=C(C=C1)F)C(=O)C2=CNC3=C2C=C(C=N3)C4=CC=C(C=C4)Cl)F. Drug 2: C1=CC(=CC=C1CC(C(=O)O)N)N(CCCl)CCCl.Cl. Cell line: HCT116. Synergy scores: CSS=-5.76, Synergy_ZIP=1.20, Synergy_Bliss=-4.46, Synergy_Loewe=-13.6, Synergy_HSA=-6.37. (4) Drug 1: C1=NC2=C(N=C(N=C2N1C3C(C(C(O3)CO)O)O)F)N. Drug 2: CC1=C(C(=CC=C1)Cl)NC(=O)C2=CN=C(S2)NC3=CC(=NC(=N3)C)N4CCN(CC4)CCO. Cell line: SK-MEL-5. Synergy scores: CSS=-0.493, Synergy_ZIP=0.234, Synergy_Bliss=1.41, Synergy_Loewe=-0.211, Synergy_HSA=0.920. (5) Drug 1: C1=NC2=C(N=C(N=C2N1C3C(C(C(O3)CO)O)O)F)N. Drug 2: CCC1(C2=C(COC1=O)C(=O)N3CC4=CC5=C(C=CC(=C5CN(C)C)O)N=C4C3=C2)O.Cl. Cell line: NCI-H322M. Synergy scores: CSS=-0.343, Synergy_ZIP=0.977, Synergy_Bliss=-1.03, Synergy_Loewe=-14.9, Synergy_HSA=-7.02. (6) Drug 1: CC1C(C(CC(O1)OC2CC(CC3=C2C(=C4C(=C3O)C(=O)C5=C(C4=O)C(=CC=C5)OC)O)(C(=O)CO)O)N)O.Cl. Drug 2: CN(C)C1=NC(=NC(=N1)N(C)C)N(C)C. Cell line: PC-3. Synergy scores: CSS=-1.03, Synergy_ZIP=1.81, Synergy_Bliss=3.87, Synergy_Loewe=0.214, Synergy_HSA=0.959. (7) Drug 1: C1=NC2=C(N1)C(=S)N=C(N2)N. Drug 2: C(=O)(N)NO. Cell line: SN12C. Synergy scores: CSS=18.4, Synergy_ZIP=-7.07, Synergy_Bliss=-5.88, Synergy_Loewe=-35.8, Synergy_HSA=-6.20.